From a dataset of TCR-epitope binding with 47,182 pairs between 192 epitopes and 23,139 TCRs. Binary Classification. Given a T-cell receptor sequence (or CDR3 region) and an epitope sequence, predict whether binding occurs between them. The epitope is KLVALGINAV. The TCR CDR3 sequence is CASNRIRLAHSYEQYF. Result: 0 (the TCR does not bind to the epitope).